This data is from Reaction yield outcomes from USPTO patents with 853,638 reactions. The task is: Predict the reaction yield, written as a fraction of the theoretical maximum amount of product (1.0 means a 100% yield; for example, 0.34 means a 34% yield). (1) The reactants are [Cl-].O[NH3+:3].[C:4](=[O:7])([O-])[OH:5].[Na+].CS(C)=O.[CH2:13]([C:17]1[N:18]=[C:19]([CH3:40])[N:20]([CH3:39])[C:21](=[O:38])[C:22]=1[CH2:23][C:24]1[CH:29]=[CH:28][C:27]([C:30]2[C:31]([C:36]#[N:37])=[CH:32][CH:33]=[CH:34][CH:35]=2)=[CH:26][CH:25]=1)[CH2:14][CH2:15][CH3:16]. The catalyst is O.C(OCC)(=O)C. The product is [CH2:13]([C:17]1[N:18]=[C:19]([CH3:40])[N:20]([CH3:39])[C:21](=[O:38])[C:22]=1[CH2:23][C:24]1[CH:29]=[CH:28][C:27]([C:30]2[CH:35]=[CH:34][CH:33]=[CH:32][C:31]=2[C:36]2[NH:3][C:4](=[O:7])[O:5][N:37]=2)=[CH:26][CH:25]=1)[CH2:14][CH2:15][CH3:16]. The yield is 0.590. (2) The reactants are O=P(Cl)(Cl)Cl.[CH:6]1([C:12]2[S:13][CH:14]=[C:15]([C:17]([OH:19])=O)[N:16]=2)[CH2:11][CH2:10][CH2:9][CH2:8][CH2:7]1.[C:20]([C:23]1[CH:29]=[CH:28][C:27]([O:30][CH3:31])=[C:26]([CH3:32])[C:24]=1[NH2:25])(=[O:22])[CH3:21]. The catalyst is N1C=CC=CC=1. The product is [C:20]([C:23]1[C:24]([NH:25][C:17]([C:15]2[N:16]=[C:12]([CH:6]3[CH2:7][CH2:8][CH2:9][CH2:10][CH2:11]3)[S:13][CH:14]=2)=[O:19])=[C:26]([CH3:32])[C:27]([O:30][CH3:31])=[CH:28][CH:29]=1)(=[O:22])[CH3:21]. The yield is 0.950. (3) The reactants are P(Cl)(Cl)(Cl)=O.[OH:6][C:7]1[CH:15]=[CH:14][CH:13]=[C:12]2[C:8]=1[CH:9]=[CH:10][NH:11]2.[OH-].[Na+].Cl.CN(C)[CH:21]=[O:22]. The catalyst is O. The product is [OH:6][C:7]1[CH:15]=[CH:14][CH:13]=[C:12]2[C:8]=1[C:9]([CH:21]=[O:22])=[CH:10][NH:11]2. The yield is 0.820.